From a dataset of Forward reaction prediction with 1.9M reactions from USPTO patents (1976-2016). Predict the product of the given reaction. (1) Given the reactants [NH:1]([C:10]([O:12][C:13]([CH3:16])([CH3:15])[CH3:14])=[O:11])[C@H:2]([C:7]([OH:9])=O)[CH2:3][C:4](=O)[NH2:5].C1CCC(N=C=NC2CCCCC2)CC1.[NH2:32][C:33]1[CH:45]=[CH:44][C:36]([C:37]([O:39][C:40]([CH3:43])([CH3:42])[CH3:41])=[O:38])=[CH:35][CH:34]=1.CCOC(C)=O, predict the reaction product. The product is: [C:13]([O:12][C:10]([NH:1][C@@H:2]([CH2:3][C:4]#[N:5])[C:7]([NH:32][C:33]1[CH:45]=[CH:44][C:36]([C:37]([O:39][C:40]([CH3:41])([CH3:42])[CH3:43])=[O:38])=[CH:35][CH:34]=1)=[O:9])=[O:11])([CH3:16])([CH3:15])[CH3:14]. (2) Given the reactants Cl[C:2]1[CH:7]=[CH:6][C:5]([CH3:8])=[CH:4][C:3]=1[N+:9]([O-:11])=[O:10].[CH3:12][C:13]1(C)[C:17](C)(C)OB(C(C)=C)O1.C(=O)([O-])[O-].[Na+].[Na+], predict the reaction product. The product is: [CH3:8][C:5]1[CH:6]=[CH:7][C:2]([C:13]([CH3:17])=[CH2:12])=[C:3]([N+:9]([O-:11])=[O:10])[CH:4]=1. (3) Given the reactants C([O:9][C:10]1[C:15](=[O:16])[N:14]2[CH2:17][CH2:18][CH:19]=[CH:20][C:13]2=[N:12][C:11]=1[C:21]([O:23]C)=O)(=O)C1C=CC=CC=1.Cl.[CH3:26][O:27][NH:28][CH3:29].CCN(C(C)C)C(C)C.[F:39][C:40]1[CH:47]=[CH:46][C:43]([CH2:44][NH2:45])=[CH:42][CH:41]=1.C(N(CC)CC)C, predict the reaction product. The product is: [F:39][C:40]1[CH:47]=[CH:46][C:43]([CH2:44][NH:45][C:21]([C:11]2[N:12]=[C:13]3[CH2:20][CH:19]([N:28]([O:27][CH3:26])[CH3:29])[CH2:18][CH2:17][N:14]3[C:15](=[O:16])[C:10]=2[OH:9])=[O:23])=[CH:42][CH:41]=1. (4) Given the reactants [CH3:1][C:2]1[NH:3][C:4]2[C:9]([C:10]=1[C:11]([OH:13])=O)=[CH:8][CH:7]=[CH:6][CH:5]=2.Cl.CN(C)CCCN=C=NCC.C(N(CC)CC)C.[NH2:33][CH2:34][C:35]1[C:36]([OH:43])=[N:37][C:38]([CH3:42])=[CH:39][C:40]=1[CH3:41], predict the reaction product. The product is: [OH:43][C:36]1[C:35]([CH2:34][NH:33][C:11]([C:10]2[C:9]3[C:4](=[CH:5][CH:6]=[CH:7][CH:8]=3)[NH:3][C:2]=2[CH3:1])=[O:13])=[C:40]([CH3:41])[CH:39]=[C:38]([CH3:42])[N:37]=1. (5) Given the reactants C(N(CCCC)CCCC)CCC.C(O)=O.C([O-])=O.[Na+].C1OCCOCCOCCOCCOC1.I[C:37]1[CH:46]=[CH:45][C:40]([C:41]([O:43][CH3:44])=[O:42])=[CH:39][C:38]=1[O:47][CH:48]=[C:49]([C:51]1[C:60]([CH3:61])=[CH:59][C:58]2[C:57]([CH3:63])([CH3:62])[CH2:56][CH2:55][C:54]([CH3:65])([CH3:64])[C:53]=2[CH:52]=1)[CH3:50], predict the reaction product. The product is: [CH3:61][C:60]1[C:51]([C:49]2([CH3:50])[C:37]3[CH:46]=[CH:45][C:40]([C:41]([O:43][CH3:44])=[O:42])=[CH:39][C:38]=3[O:47][CH2:48]2)=[CH:52][C:53]2[C:54]([CH3:65])([CH3:64])[CH2:55][CH2:56][C:57]([CH3:63])([CH3:62])[C:58]=2[CH:59]=1. (6) Given the reactants CC1(C)C(C)(C)OB([C:9]2[CH:10]=[N:11][C:12]([N:15]3[CH2:20][CH2:19][CH:18]([O:21][C:22]4[CH:27]=[CH:26][CH:25]=[CH:24][C:23]=4[C:28]([F:31])([F:30])[F:29])[CH2:17][CH2:16]3)=[N:13][CH:14]=2)O1.Br[C:34]1[CH:35]=[N:36][N:37]([CH2:39][C:40]([O:42][CH2:43][CH3:44])=[O:41])[CH:38]=1.C(=O)([O-])[O-].[Na+].[Na+], predict the reaction product. The product is: [CH2:43]([O:42][C:40](=[O:41])[CH2:39][N:37]1[CH:38]=[C:34]([C:9]2[CH:10]=[N:11][C:12]([N:15]3[CH2:20][CH2:19][CH:18]([O:21][C:22]4[CH:27]=[CH:26][CH:25]=[CH:24][C:23]=4[C:28]([F:30])([F:31])[F:29])[CH2:17][CH2:16]3)=[N:13][CH:14]=2)[CH:35]=[N:36]1)[CH3:44]. (7) Given the reactants O[C:2]1([C:10]2[CH:17]=[CH:16][C:13]([C:14]#[N:15])=[CH:12][CH:11]=2)[C:9]2[N:5]([CH:6]=[N:7][CH:8]=2)[CH2:4][CH2:3]1.S(Cl)(Cl)=O.C(=O)([O-])O.[Na+], predict the reaction product. The product is: [CH:8]1[N:7]=[CH:6][N:5]2[CH2:4][CH2:3][CH:2]([C:10]3[CH:17]=[CH:16][C:13]([C:14]#[N:15])=[CH:12][CH:11]=3)[C:9]=12.